This data is from Reaction yield outcomes from USPTO patents with 853,638 reactions. The task is: Predict the reaction yield, written as a fraction of the theoretical maximum amount of product (1.0 means a 100% yield; for example, 0.34 means a 34% yield). (1) The reactants are [NH2:1][C:2]1[N:7]=[CH:6][C:5]([N:8]2[CH2:13][CH2:12][N:11]([C:14]([O:16][C:17]([CH3:20])([CH3:19])[CH3:18])=[O:15])[CH2:10][C:9]2([CH3:22])[CH3:21])=[CH:4][CH:3]=1.Br[C:24]1[C:25](=[O:32])[N:26]([CH3:31])[CH:27]=[C:28]([Br:30])[CH:29]=1.C(=O)([O-])[O-].[Cs+].[Cs+].CC1(C)C2C(=C(P(C3C=CC=CC=3)C3C=CC=CC=3)C=CC=2)OC2C(P(C3C=CC=CC=3)C3C=CC=CC=3)=CC=CC1=2. The catalyst is C1C=CC(/C=C/C(/C=C/C2C=CC=CC=2)=O)=CC=1.C1C=CC(/C=C/C(/C=C/C2C=CC=CC=2)=O)=CC=1.C1C=CC(/C=C/C(/C=C/C2C=CC=CC=2)=O)=CC=1.[Pd].[Pd].O1CCOCC1. The product is [Br:30][C:28]1[CH:29]=[C:24]([NH:1][C:2]2[N:7]=[CH:6][C:5]([N:8]3[CH2:13][CH2:12][N:11]([C:14]([O:16][C:17]([CH3:20])([CH3:19])[CH3:18])=[O:15])[CH2:10][C:9]3([CH3:22])[CH3:21])=[CH:4][CH:3]=2)[C:25](=[O:32])[N:26]([CH3:31])[CH:27]=1. The yield is 0.790. (2) The reactants are [F:1][C:2]([F:11])([F:10])[C:3]1[CH:4]=[C:5]([SH:9])[CH:6]=[CH:7][CH:8]=1.C([O-])([O-])=O.[K+].[K+].CS(O[CH:23]1[CH2:28][CH2:27][O:26][CH:25]([C:29]2[CH:30]=[N:31][C:32]([Cl:35])=[CH:33][CH:34]=2)[CH2:24]1)(=O)=O. The catalyst is CN(C=O)C.CCOC(C)=O. The product is [Cl:35][C:32]1[CH:33]=[CH:34][C:29]([CH:25]2[CH2:24][CH:23]([S:9][C:5]3[CH:6]=[CH:7][CH:8]=[C:3]([C:2]([F:1])([F:10])[F:11])[CH:4]=3)[CH2:28][CH2:27][O:26]2)=[CH:30][N:31]=1. The yield is 0.650.